From a dataset of Full USPTO retrosynthesis dataset with 1.9M reactions from patents (1976-2016). Predict the reactants needed to synthesize the given product. (1) The reactants are: C1(C)C=CC(S(Cl)(=O)=O)=CC=1.[C:12]([O:16][C:17]([N:19]1[CH2:25][CH2:24][CH2:23][N:22]([S:26]([C:29]2[CH:30]=[C:31]3[C:36](=[CH:37][CH:38]=2)[CH:35]=[N+:34]([O-])[CH:33]=[CH:32]3)(=[O:28])=[O:27])[CH2:21][CH2:20]1)=[O:18])([CH3:15])([CH3:14])[CH3:13].[N:40]1C=CC=CC=1. Given the product [NH2:40][C:35]1[C:36]2[C:31](=[CH:30][C:29]([S:26]([N:22]3[CH2:23][CH2:24][CH2:25][N:19]([C:17]([O:16][C:12]([CH3:15])([CH3:14])[CH3:13])=[O:18])[CH2:20][CH2:21]3)(=[O:28])=[O:27])=[CH:38][CH:37]=2)[CH:32]=[CH:33][N:34]=1, predict the reactants needed to synthesize it. (2) Given the product [CH2:14]([NH:16][S:10]([C:5]1[CH:6]=[CH:7][CH:8]=[CH:9][C:4]=1[N+:1]([O-:3])=[O:2])(=[O:12])=[O:11])[CH3:15], predict the reactants needed to synthesize it. The reactants are: [N+:1]([C:4]1[CH:9]=[CH:8][CH:7]=[CH:6][C:5]=1[S:10](Cl)(=[O:12])=[O:11])([O-:3])=[O:2].[CH2:14]([NH2:16])[CH3:15]. (3) Given the product [F:1][C:2]1[C:3]([NH:16][C:17]2[CH:22]=[CH:21][C:20]([I:23])=[CH:19][C:18]=2[F:24])=[C:4]([C:9]([N:11]2[CH2:14][C:13](=[N:25][OH:26])[CH2:12]2)=[O:10])[CH:5]=[CH:6][C:7]=1[F:8], predict the reactants needed to synthesize it. The reactants are: [F:1][C:2]1[C:3]([NH:16][C:17]2[CH:22]=[CH:21][C:20]([I:23])=[CH:19][C:18]=2[F:24])=[C:4]([C:9]([N:11]2[CH2:14][C:13](=O)[CH2:12]2)=[O:10])[CH:5]=[CH:6][C:7]=1[F:8].[NH2:25][OH:26]. (4) Given the product [CH3:5][N:6]([CH3:13])[CH2:7][CH2:8][S:9]([Cl:3])(=[O:11])=[O:10], predict the reactants needed to synthesize it. The reactants are: C(Cl)([Cl:3])=O.[CH3:5][N:6]([CH3:13])[CH2:7][CH2:8][S:9]([O-])(=[O:11])=[O:10].[Na+].CN(C=O)C. (5) Given the product [CH3:11][C:10]1[C:5]([C:3]2[N:22]=[C:20]([NH:19][C:14]3[N:15]=[CH:16][CH:17]=[CH:18][N:13]=3)[S:21][CH:2]=2)=[N:6][CH:7]=[C:8]([CH3:12])[CH:9]=1, predict the reactants needed to synthesize it. The reactants are: Br[CH2:2][C:3]([C:5]1[C:10]([CH3:11])=[CH:9][C:8]([CH3:12])=[CH:7][N:6]=1)=O.[N:13]1[CH:18]=[CH:17][CH:16]=[N:15][C:14]=1[NH:19][C:20]([NH2:22])=[S:21].